Dataset: Full USPTO retrosynthesis dataset with 1.9M reactions from patents (1976-2016). Task: Predict the reactants needed to synthesize the given product. Given the product [O:1]1[C@H:6]([CH2:7][N:26]2[CH2:25][CH2:24][N:23]([C:18]3[CH:19]=[CH:20][CH:21]=[CH:22][C:17]=3[CH2:16][O:15][CH3:14])[CH2:28][CH2:27]2)[CH2:5][O:4][C:3]2[CH:10]=[CH:11][CH:12]=[CH:13][C:2]1=2, predict the reactants needed to synthesize it. The reactants are: [O:1]1[C@H:6]([C:7](Cl)=O)[CH2:5][O:4][C:3]2[CH:10]=[CH:11][CH:12]=[CH:13][C:2]1=2.[CH3:14][O:15][CH2:16][C:17]1[CH:22]=[CH:21][CH:20]=[CH:19][C:18]=1[N:23]1[CH2:28][CH2:27][NH:26][CH2:25][CH2:24]1.C(N(CC)CC)C.[H-].[H-].[H-].[H-].[Li+].[Al+3].